This data is from Forward reaction prediction with 1.9M reactions from USPTO patents (1976-2016). The task is: Predict the product of the given reaction. (1) Given the reactants [N+](C1C=CC(COC([N:12]2[CH2:16][CH2:15][C@@H:14]([NH:17][C:18]([C:20]3[N:21]=[C:22]([N:25]4[CH2:28][CH:27]([S:29][C:30]5[C@H:31]([CH3:54])[C@@H:32]6[C@@H:49]([C@H:50]([OH:52])[CH3:51])[C:48](=[O:53])[N:33]6[C:34]=5[C:35]([O:37]CC5C=CC([N+]([O-])=O)=CC=5)=[O:36])[CH2:26]4)[S:23][CH:24]=3)=[O:19])[CH2:13]2)=O)=CC=1)([O-])=O, predict the reaction product. The product is: [NH:12]1[CH2:16][CH2:15][C@@H:14]([NH:17][C:18]([C:20]2[N:21]=[C:22]([N:25]3[CH2:28][CH:27]([S:29][C:30]4[C@H:31]([CH3:54])[C@@H:32]5[C@@H:49]([C@H:50]([OH:52])[CH3:51])[C:48](=[O:53])[N:33]5[C:34]=4[C:35]([OH:37])=[O:36])[CH2:26]3)[S:23][CH:24]=2)=[O:19])[CH2:13]1. (2) Given the reactants S(=O)(=O)(O)O.C(O)(=[O:8])C.[F:10][C:11]1[CH:16]=[CH:15][C:14]([C:17]([C:27]2[CH:32]=[CH:31][C:30]([F:33])=[CH:29][CH:28]=2)([C:20]2[CH:25]=[CH:24][CH:23]=[CH:22][C:21]=2[F:26])[C:18]#[N:19])=[CH:13][CH:12]=1.[OH-].[NH4+], predict the reaction product. The product is: [F:10][C:11]1[CH:12]=[CH:13][C:14]([C:17]([C:27]2[CH:28]=[CH:29][C:30]([F:33])=[CH:31][CH:32]=2)([C:20]2[CH:25]=[CH:24][CH:23]=[CH:22][C:21]=2[F:26])[C:18]([NH2:19])=[O:8])=[CH:15][CH:16]=1. (3) Given the reactants ClC1C=CC(OC)=[C:32](C=1)[CH2:31][CH:19]1C(=O)N(C(N[CH:19]([CH2:31][CH3:32])[C:20]([NH:22]CC(OC(C)(C)C)=O)=O)=O)CC(=O)[NH:22][CH2:20]1.ClC1C=CC(OC)=C(C=1)CC1C(=O)N(C(N[C@H](CC)C(O)=O)=O)CC(=O)NC1.[Cl:65][C:66]1[CH:74]=[CH:73][C:72]([S:75]([N:78]2[C:84](=[O:85])[CH:83]([CH2:86][C:87]3[CH:92]=[C:91]([Cl:93])[CH:90]=[CH:89][C:88]=3[O:94][CH3:95])[CH2:82][NH:81][C:80](=[O:96])[CH2:79]2)(=[O:77])=[O:76])=[CH:71][C:67]=1[C:68]([OH:70])=O.Cl.C(OC(=O)CN)(C)(C)C.N1CCCC1, predict the reaction product. The product is: [Cl:93][C:91]1[CH:90]=[CH:89][C:88]([O:94][CH3:95])=[C:87]([CH:92]=1)[CH2:86][CH:83]1[CH2:82][NH:81][C:80](=[O:96])[CH2:79][N:78]([S:75]([C:72]2[CH:73]=[CH:74][C:66]([Cl:65])=[C:67]([C:68]([N:22]3[CH2:20][CH2:19][CH2:31][CH2:32]3)=[O:70])[CH:71]=2)(=[O:76])=[O:77])[C:84]1=[O:85].